From a dataset of NCI-60 drug combinations with 297,098 pairs across 59 cell lines. Regression. Given two drug SMILES strings and cell line genomic features, predict the synergy score measuring deviation from expected non-interaction effect. (1) Drug 1: CC1=C2C(C(=O)C3(C(CC4C(C3C(C(C2(C)C)(CC1OC(=O)C(C(C5=CC=CC=C5)NC(=O)OC(C)(C)C)O)O)OC(=O)C6=CC=CC=C6)(CO4)OC(=O)C)OC)C)OC. Drug 2: C1CC(=O)NC(=O)C1N2C(=O)C3=CC=CC=C3C2=O. Cell line: NCI-H460. Synergy scores: CSS=28.8, Synergy_ZIP=-4.22, Synergy_Bliss=-7.01, Synergy_Loewe=-50.2, Synergy_HSA=-7.41. (2) Drug 1: CNC(=O)C1=NC=CC(=C1)OC2=CC=C(C=C2)NC(=O)NC3=CC(=C(C=C3)Cl)C(F)(F)F. Drug 2: C1C(C(OC1N2C=NC(=NC2=O)N)CO)O. Cell line: 786-0. Synergy scores: CSS=-2.58, Synergy_ZIP=0.690, Synergy_Bliss=0.682, Synergy_Loewe=-2.34, Synergy_HSA=-1.55. (3) Drug 1: C1CC(=O)NC(=O)C1N2C(=O)C3=CC=CC=C3C2=O. Drug 2: C(CCl)NC(=O)N(CCCl)N=O. Cell line: K-562. Synergy scores: CSS=15.9, Synergy_ZIP=-11.4, Synergy_Bliss=-12.8, Synergy_Loewe=-1.22, Synergy_HSA=-4.42. (4) Synergy scores: CSS=6.38, Synergy_ZIP=1.39, Synergy_Bliss=6.90, Synergy_Loewe=-4.86, Synergy_HSA=2.05. Drug 1: C1=CN(C(=O)N=C1N)C2C(C(C(O2)CO)O)O.Cl. Drug 2: C1CC(=O)NC(=O)C1N2C(=O)C3=CC=CC=C3C2=O. Cell line: RPMI-8226.